This data is from Catalyst prediction with 721,799 reactions and 888 catalyst types from USPTO. The task is: Predict which catalyst facilitates the given reaction. (1) Reactant: C([Si](CC=C)(CC=C)CCC[Si:8]([CH2:15][CH2:16][CH2:17][Si:18]([CH2:25][CH:26]=[CH2:27])([CH2:22][CH:23]=[CH2:24])[CH2:19][CH:20]=[CH2:21])(C(C)(C)C)[O:9][CH3:10])C=C.[CH3:34][O:35][Si](OC)(OC)OC.C([Si](CC=C)(CC=C)CCC[Mg]Br)C=C. Product: [CH2:19]([Si:18]([CH2:25][CH:26]=[CH2:27])([CH2:22][CH:23]=[CH2:24])[CH2:17][CH2:16][CH2:15][SiH:8]([O:35][CH3:34])[O:9][CH3:10])[CH:20]=[CH2:21]. The catalyst class is: 27. (2) Reactant: [CH3:1][O:2][C:3](=[O:12])[C:4]1[CH:9]=[CH:8][C:7]([CH2:10][OH:11])=[CH:6][CH:5]=1.[CH2:13](I)[CH3:14].CC(C)([O-])C.[K+].O. Product: [CH3:1][O:2][C:3](=[O:12])[C:4]1[CH:9]=[CH:8][C:7]([CH2:10][O:11][CH2:13][CH3:14])=[CH:6][CH:5]=1. The catalyst class is: 9. (3) Reactant: [CH:1](O)=O.[C:4](=[O:11])([O:6][C:7]([CH3:10])([CH3:9])[CH3:8])[NH2:5].C([C:14]1[CH:21]=[CH:20][C:17]([C:18]#[N:19])=[CH:16][C:15]=1[CH3:22])=O.[C:23]1([S:29]([O-:31])=[O:30])[CH:28]=[CH:27][CH:26]=[CH:25][CH:24]=1.[Na+]. Product: [C:18]([C:17]1[CH:20]=[CH:21][C:14]([N:5]([CH2:1][S:29]([C:23]2[CH:28]=[CH:27][CH:26]=[CH:25][CH:24]=2)(=[O:31])=[O:30])[C:4](=[O:11])[O:6][C:7]([CH3:10])([CH3:9])[CH3:8])=[C:15]([CH3:22])[CH:16]=1)#[N:19]. The catalyst class is: 30. (4) Reactant: [C:1]1([C@@H:7]([O:13][C:14]2[CH:19]=[CH:18][C:17]([C:20]([F:23])([F:22])[F:21])=[CH:16][CH:15]=2)[CH2:8][CH2:9][CH2:10][CH2:11][NH2:12])[CH:6]=[CH:5][CH:4]=[CH:3][CH:2]=1.[C:24]([OH:31])(=[O:30])/[CH:25]=[CH:26]/[C:27]([OH:29])=[O:28]. Product: [C:24]([OH:31])(=[O:30])/[CH:25]=[CH:26]/[C:27]([OH:29])=[O:28].[C:1]1([C@@H:7]([O:13][C:14]2[CH:15]=[CH:16][C:17]([C:20]([F:21])([F:22])[F:23])=[CH:18][CH:19]=2)[CH2:8][CH2:9][CH2:10][CH2:11][NH2:12])[CH:6]=[CH:5][CH:4]=[CH:3][CH:2]=1. The catalyst class is: 8. (5) Reactant: [NH:1]1[C:10]2[C:5](=[CH:6][CH:7]=[CH:8][CH:9]=2)[CH2:4][C@H:3]([OH:11])[CH2:2]1.Cl[C:13]([O:15][CH3:16])=[O:14].C([O-])([O-])=O.[K+].[K+]. Product: [OH:11][C@H:3]1[CH2:4][C:5]2[C:10](=[CH:9][CH:8]=[CH:7][CH:6]=2)[N:1]([C:13]([O:15][CH3:16])=[O:14])[CH2:2]1. The catalyst class is: 625. (6) Reactant: [N:1]1([C:7]([O:9][C:10]([CH3:13])([CH3:12])[CH3:11])=[O:8])CCC=[CH:3][CH2:2]1.C[N+]1([O-])CC[O:18]CC1.[CH3:22][C:23]([CH3:25])=[O:24]. Product: [OH:24][C@H:23]1[C@@H:25]([OH:18])[CH2:3][CH2:2][N:1]([C:7]([O:9][C:10]([CH3:13])([CH3:12])[CH3:11])=[O:8])[CH2:22]1. The catalyst class is: 771.